Dataset: Full USPTO retrosynthesis dataset with 1.9M reactions from patents (1976-2016). Task: Predict the reactants needed to synthesize the given product. (1) The reactants are: [CH:1]1([C:7]2[C:15]3[C:10](=[N:11][C:12]([C:16]([O:18][CH3:19])=[O:17])=[CH:13][CH:14]=3)[NH:9][C:8]=2[Si](C)(C)C)[CH2:6][CH2:5][CH2:4][CH2:3][CH2:2]1.[H-].[Na+].Br[CH2:27][C:28]([O:30][C:31]([CH3:34])([CH3:33])[CH3:32])=[O:29]. Given the product [C:31]([O:30][C:28](=[O:29])[CH2:27][N:9]1[C:10]2=[N:11][C:12]([C:16]([O:18][CH3:19])=[O:17])=[CH:13][CH:14]=[C:15]2[C:7]([CH:1]2[CH2:6][CH2:5][CH2:4][CH2:3][CH2:2]2)=[CH:8]1)([CH3:34])([CH3:33])[CH3:32], predict the reactants needed to synthesize it. (2) Given the product [CH2:1]([C:3]1[CH:8]=[CH:7][C:6]([OH:20])=[C:5]([C:9]([CH3:10])([C:11]2[CH:16]=[CH:15][CH:14]=[CH:13][CH:12]=2)[CH3:17])[CH:4]=1)[CH3:2], predict the reactants needed to synthesize it. The reactants are: [CH2:1]([C:3]1[CH:8]=[CH:7][CH:6]=[C:5]([C:9]([CH3:17])([C:11]2[CH:16]=[CH:15][CH:14]=[CH:13][CH:12]=2)[CH3:10])[CH:4]=1)[CH3:2].CC[O:20]CC. (3) Given the product [CH:3]1([CH2:6][N:7]2[CH:11]=[C:10]([NH:12][C:13](=[O:33])[C:14]3[CH:19]=[CH:18][CH:17]=[C:16]([C@@H:20]4[CH2:22][C@H:21]4[NH:23][CH:24]4[CH2:29][CH2:28][N:27]([CH:30]5[CH2:31][CH2:32]5)[CH2:26][CH2:25]4)[CH:15]=3)[CH:9]=[N:8]2)[CH2:4][CH2:5]1, predict the reactants needed to synthesize it. The reactants are: Cl.Cl.[CH:3]1([CH2:6][N:7]2[CH:11]=[C:10]([NH:12][C:13](=[O:33])[C:14]3[CH:19]=[CH:18][CH:17]=[C:16]([C@@H:20]4[CH2:22][C@H:21]4[NH:23][CH:24]4[CH2:29][CH2:28][N:27]([CH:30]5[CH2:32][CH2:31]5)[CH2:26][CH2:25]4)[CH:15]=3)[CH:9]=[N:8]2)[CH2:5][CH2:4]1.C(=O)([O-])O.[Na+]. (4) The reactants are: [F:1][CH:2]([F:30])[O:3][C:4]1[CH:9]=[CH:8][C:7]([CH:10]2[CH2:15][N:14]([C:16]([N:18]3[CH2:23][CH2:22][S:21](=[O:25])(=[O:24])[CH2:20][CH2:19]3)=[O:17])[CH2:13][CH:12]([C:26]([O:28]C)=[O:27])[CH2:11]2)=[CH:6][CH:5]=1.CC(C)([O-])C.[K+]. Given the product [F:30][CH:2]([F:1])[O:3][C:4]1[CH:5]=[CH:6][C:7]([CH:10]2[CH2:15][N:14]([C:16]([N:18]3[CH2:19][CH2:20][S:21](=[O:25])(=[O:24])[CH2:22][CH2:23]3)=[O:17])[CH2:13][CH:12]([C:26]([OH:28])=[O:27])[CH2:11]2)=[CH:8][CH:9]=1, predict the reactants needed to synthesize it. (5) Given the product [CH3:2][O:3][C:4]1[CH:5]=[C:6]([C:12]2[C:13]([CH3:25])([CH3:24])[C:14](=[O:23])[N:15]([CH:17]3[CH2:22][CH2:21][N:20]([C:30]([C:29]4[C:28]([O:27][CH3:26])=[N:36][C:35]([O:37][CH3:38])=[CH:34][CH:33]=4)=[O:31])[CH2:19][CH2:18]3)[N:16]=2)[CH:7]=[CH:8][C:9]=1[O:10][CH3:11], predict the reactants needed to synthesize it. The reactants are: Cl.[CH3:2][O:3][C:4]1[CH:5]=[C:6]([C:12]2[C:13]([CH3:25])([CH3:24])[C:14](=[O:23])[N:15]([CH:17]3[CH2:22][CH2:21][NH:20][CH2:19][CH2:18]3)[N:16]=2)[CH:7]=[CH:8][C:9]=1[O:10][CH3:11].[CH3:26][O:27][C:28]1[N:36]=[C:35]([O:37][CH3:38])[CH:34]=[CH:33][C:29]=1[C:30](O)=[O:31]. (6) Given the product [CH2:19]([O:26][C:27]1[CH:32]=[C:31]([O:33][CH2:34][CH2:35][O:36][CH3:37])[CH:30]=[CH:29][C:28]=1/[C:38](/[CH3:39])=[CH:9]/[C:10]([O:12][CH2:13][CH3:14])=[O:11])[C:20]1[CH:21]=[CH:22][CH:23]=[CH:24][CH:25]=1, predict the reactants needed to synthesize it. The reactants are: C(OP([CH2:9][C:10]([O:12][CH2:13][CH3:14])=[O:11])(OCC)=O)C.[O-]CC.[Na+].[CH2:19]([O:26][C:27]1[CH:32]=[C:31]([O:33][CH2:34][CH2:35][O:36][CH3:37])[CH:30]=[CH:29][C:28]=1[C:38](=O)[CH3:39])[C:20]1[CH:25]=[CH:24][CH:23]=[CH:22][CH:21]=1.[Cl-].[NH4+]. (7) Given the product [C:1]([OH:5])(=[O:4])[CH:2]=[CH2:3].[CH:1]([CH:2]=[CH2:3])=[O:4], predict the reactants needed to synthesize it. The reactants are: [C:1]([OH:5])(=[O:4])[CH:2]=[CH2:3]. (8) Given the product [CH2:14]([NH:13][C:4]1[CH:3]=[C:2]([C:20]2[CH:21]=[CH:22][CH:23]=[C:18]([C:17]([F:28])([F:27])[F:16])[CH:19]=2)[N:7]=[C:6]([C:8]#[N:9])[C:5]=1[N+:10]([O-:12])=[O:11])[CH3:15], predict the reactants needed to synthesize it. The reactants are: Cl[C:2]1[N:7]=[C:6]([C:8]#[N:9])[C:5]([N+:10]([O-:12])=[O:11])=[C:4]([NH:13][CH2:14][CH3:15])[CH:3]=1.[F:16][C:17]([F:28])([F:27])[C:18]1[CH:23]=[CH:22][C:21](B(O)O)=[CH:20][CH:19]=1.C(=O)([O-])[O-].[K+].[K+]. (9) Given the product [CH2:28]([O:30][C:31](=[O:48])[CH2:32][C:33]1([CH2:27][N+:24]([O-:26])=[O:25])[CH2:38][CH2:37][CH:36]([CH2:39][NH:40][C:41]([O:43][C:44]([CH3:47])([CH3:46])[CH3:45])=[O:42])[CH2:35][CH2:34]1)[CH3:29], predict the reactants needed to synthesize it. The reactants are: C(N1CCN2CCN(CC(C)C)P1N(CC(C)C)CC2)C(C)C.[N+:24]([CH3:27])([O-:26])=[O:25].[CH2:28]([O:30][C:31](=[O:48])[CH:32]=[C:33]1[CH2:38][CH2:37][CH:36]([CH2:39][NH:40][C:41]([O:43][C:44]([CH3:47])([CH3:46])[CH3:45])=[O:42])[CH2:35][CH2:34]1)[CH3:29]. (10) Given the product [CH3:18][N:16]([CH3:17])[C:13]1[CH:12]=[CH:11][C:10]([C:9]2[NH:8][C:7](=[O:19])[C:6]([C:20]([O:22][CH3:23])=[O:21])=[C:5]([OH:24])[C:4]=2/[CH:1]=[CH:2]/[CH3:3])=[CH:15][CH:14]=1, predict the reactants needed to synthesize it. The reactants are: [CH2:1]([C:4]1[C:5]([OH:24])=[C:6]([C:20]([O:22][CH3:23])=[O:21])[C:7](=[O:19])[NH:8][C:9]=1[C:10]1[CH:15]=[CH:14][C:13]([N:16]([CH3:18])[CH3:17])=[CH:12][CH:11]=1)[CH:2]=[CH2:3].